Dataset: Catalyst prediction with 721,799 reactions and 888 catalyst types from USPTO. Task: Predict which catalyst facilitates the given reaction. (1) Reactant: Cl[O-].[Na+].[OH:4][N:5]=[CH:6][CH2:7][O:8][CH:9]([C:13]1([CH3:16])[CH2:15][CH2:14]1)[CH2:10][CH:11]=[CH2:12].C(N(CC)CC)C. Product: [CH3:16][C:13]1([C@@H:9]2[O:8][CH2:7][C:6]3=[N:5][O:4][CH2:12][C@@H:11]3[CH2:10]2)[CH2:15][CH2:14]1. The catalyst class is: 46. (2) Reactant: [Cl:1][C:2]1[N:3]=[N:4][C:5](Cl)=[CH:6][CH:7]=1.[CH3:9][N:10]1[CH:14]=[C:13](B2OC(C)(C)C(C)(C)O2)[CH:12]=[N:11]1.C(=O)([O-])[O-].[K+].[K+]. Product: [Cl:1][C:2]1[N:3]=[N:4][C:5]([C:13]2[CH:12]=[N:11][N:10]([CH3:9])[CH:14]=2)=[CH:6][CH:7]=1. The catalyst class is: 551. (3) Reactant: [CH3:1][O:2][C:3]1[CH:19]=[CH:18][C:17]([N+:20]([O-])=O)=[CH:16][C:4]=1[O:5][CH2:6][CH2:7][N:8]1[CH2:13][CH2:12][C:11]([CH3:15])([CH3:14])[CH2:10][CH2:9]1. Product: [CH3:14][C:11]1([CH3:15])[CH2:12][CH2:13][N:8]([CH2:7][CH2:6][O:5][C:4]2[CH:16]=[C:17]([NH2:20])[CH:18]=[CH:19][C:3]=2[O:2][CH3:1])[CH2:9][CH2:10]1. The catalyst class is: 19.